This data is from Reaction yield outcomes from USPTO patents with 853,638 reactions. The task is: Predict the reaction yield, written as a fraction of the theoretical maximum amount of product (1.0 means a 100% yield; for example, 0.34 means a 34% yield). (1) The reactants are CCN(C(C)C)C(C)C.OC(C(F)(F)F)=O.[NH2:17][CH2:18][C:19]([N:21]1[CH2:26][CH2:25][N:24]([C:27](=[O:38])[C:28]2[CH:33]=[CH:32][CH:31]=[CH:30][C:29]=2[C:34]([F:37])([F:36])[F:35])[CH2:23][CH2:22]1)=[O:20].C1C=CC2N(O)N=NC=2C=1.CCN=C=NCCCN(C)C.Cl.[C:61]1([C:67]2[CH:75]=[CH:74][C:70]([C:71](O)=[O:72])=[CH:69][N:68]=2)[CH:66]=[CH:65][CH:64]=[CH:63][CH:62]=1. The catalyst is CN(C=O)C.O. The product is [O:20]=[C:19]([N:21]1[CH2:22][CH2:23][N:24]([C:27](=[O:38])[C:28]2[CH:33]=[CH:32][CH:31]=[CH:30][C:29]=2[C:34]([F:37])([F:35])[F:36])[CH2:25][CH2:26]1)[CH2:18][NH:17][C:71](=[O:72])[C:70]1[CH:74]=[CH:75][C:67]([C:61]2[CH:66]=[CH:65][CH:64]=[CH:63][CH:62]=2)=[N:68][CH:69]=1. The yield is 0.707. (2) The reactants are [F:1][C:2]1[CH:7]=[CH:6][C:5]([C:8]2[CH:9]=[N:10][N:11]([CH3:15])[C:12]=2[CH2:13][OH:14])=[CH:4][CH:3]=1. The catalyst is [O-2].[O-2].[Mn+4].O1CCCC1. The product is [F:1][C:2]1[CH:3]=[CH:4][C:5]([C:8]2[CH:9]=[N:10][N:11]([CH3:15])[C:12]=2[CH:13]=[O:14])=[CH:6][CH:7]=1. The yield is 0.700. (3) The reactants are [NH2:1][C:2]1[NH:3][C:4](=[O:15])[C:5]([C:13]#[N:14])=[C:6]([C:8]2[O:9][CH:10]=[CH:11][CH:12]=2)[N:7]=1.C(C1C=CC=C(C(C)(C)C)N=1)(C)(C)C.[S:30](O[S:30]([C:33]([F:36])([F:35])[F:34])(=[O:32])=[O:31])([C:33]([F:36])([F:35])[F:34])(=[O:32])=[O:31]. The catalyst is ClCCl. The product is [NH2:1][C:2]1[N:3]=[C:4]([O:15][S:30]([C:33]([F:36])([F:35])[F:34])(=[O:32])=[O:31])[C:5]([C:13]#[N:14])=[C:6]([C:8]2[O:9][CH:10]=[CH:11][CH:12]=2)[N:7]=1. The yield is 0.300. (4) The yield is 0.650. The product is [F:26][C:27]1[CH:32]=[CH:31][CH:30]=[CH:29][C:28]=1[N:33]1[C:5]([C:7]2[C:12](=[O:13])[CH:11]=[CH:10][N:9]([C:14]3[CH:15]=[CH:16][C:17]([O:20][C:21]([F:22])([F:23])[F:24])=[CH:18][CH:19]=3)[N:8]=2)=[CH:4][CH:3]=[N:2]1. The reactants are C[N:2](C)/[CH:3]=[CH:4]/[C:5]([C:7]1[C:12](=[O:13])[CH:11]=[CH:10][N:9]([C:14]2[CH:19]=[CH:18][C:17]([O:20][C:21]([F:24])([F:23])[F:22])=[CH:16][CH:15]=2)[N:8]=1)=O.[F:26][C:27]1[CH:32]=[CH:31][CH:30]=[CH:29][C:28]=1[NH:33]N. No catalyst specified. (5) The reactants are [C:1]([C:4]1[C:5]([C:29]([F:32])([F:31])[F:30])=[N:6][N:7]([CH:13]2[CH2:18][CH2:17][N:16]([C:19]([O:21][CH2:22][C:23]3[CH:28]=[CH:27][CH:26]=[CH:25][CH:24]=3)=[O:20])[CH2:15][CH2:14]2)[C:8]=1[C:9](OC)=[O:10])(=O)[CH3:2].[CH3:33][O:34][C:35]1[CH:43]=[CH:42][CH:41]=[CH:40][C:36]=1[CH2:37][NH:38][NH2:39]. The catalyst is CCO. The product is [CH3:33][O:34][C:35]1[CH:43]=[CH:42][CH:41]=[CH:40][C:36]=1[CH2:37][N:38]1[C:9](=[O:10])[C:8]2[N:7]([CH:13]3[CH2:18][CH2:17][N:16]([C:19]([O:21][CH2:22][C:23]4[CH:24]=[CH:25][CH:26]=[CH:27][CH:28]=4)=[O:20])[CH2:15][CH2:14]3)[N:6]=[C:5]([C:29]([F:31])([F:32])[F:30])[C:4]=2[C:1]([CH3:2])=[N:39]1. The yield is 0.183.